This data is from Full USPTO retrosynthesis dataset with 1.9M reactions from patents (1976-2016). The task is: Predict the reactants needed to synthesize the given product. (1) Given the product [CH3:1][O:2][C:3]1[N:8]=[C:7]([O:9][CH:10]2[CH2:27][CH:26]3[CH:12]([C:13](=[O:33])[N:14]([CH3:32])[CH2:15][CH2:16][CH2:17][CH2:18][CH:19]=[CH:20][CH:21]4[C:23]([C:29]([NH:58][S:55]([C:52]5([CH3:51])[CH2:54][CH2:53]5)(=[O:57])=[O:56])=[O:30])([NH:24][C:25]3=[O:28])[CH2:22]4)[CH2:11]2)[CH:6]=[C:5]([C:34]2[CH:35]=[CH:36][CH:37]=[CH:38][CH:39]=2)[N:4]=1, predict the reactants needed to synthesize it. The reactants are: [CH3:1][O:2][C:3]1[N:8]=[C:7]([O:9][CH:10]2[CH2:27][CH:26]3[CH:12]([C:13](=[O:33])[N:14]([CH3:32])[CH2:15][CH2:16][CH2:17][CH2:18][CH:19]=[CH:20][CH:21]4[C:23]([C:29](O)=[O:30])([NH:24][C:25]3=[O:28])[CH2:22]4)[CH2:11]2)[CH:6]=[C:5]([C:34]2[CH:39]=[CH:38][CH:37]=[CH:36][CH:35]=2)[N:4]=1.CCN=C=NCCCN(C)C.[CH3:51][C:52]1([S:55]([NH2:58])(=[O:57])=[O:56])[CH2:54][CH2:53]1.C1CCN2C(=NCCC2)CC1.C(O)(=O)CC(CC(O)=O)(C(O)=O)O. (2) Given the product [C:24]([C:26]1[CH:27]=[CH:28][C:29]([C:32]([NH:2][C:3]2([CH3:23])[CH2:8][CH2:7][N:6]([CH2:9][C@H:10]([OH:11])[C:12]3[C:13]([CH3:22])=[C:14]4[C:18](=[CH:19][CH:20]=3)[C:17](=[O:21])[O:16][CH2:15]4)[CH2:5][CH2:4]2)=[O:33])=[N:30][CH:31]=1)#[N:25], predict the reactants needed to synthesize it. The reactants are: Cl.[NH2:2][C:3]1([CH3:23])[CH2:8][CH2:7][N:6]([CH2:9][C@@H:10]([C:12]2[C:13]([CH3:22])=[C:14]3[C:18](=[CH:19][CH:20]=2)[C:17](=[O:21])[O:16][CH2:15]3)[OH:11])[CH2:5][CH2:4]1.[C:24]([C:26]1[CH:27]=[CH:28][C:29]([C:32](O)=[O:33])=[N:30][CH:31]=1)#[N:25]. (3) Given the product [F:25][C:26]1[CH:31]=[CH:30][C:29]([C:2]2[CH:10]=[CH:9][CH:8]=[C:7]3[C:3]=2[C:4](/[CH:12]=[C:13]2\[O:14][C:15]4[CH:22]=[C:21]([OH:23])[CH:20]=[C:19]([OH:24])[C:16]=4[C:17]\2=[O:18])=[CH:5][N:6]3[CH3:11])=[CH:28][CH:27]=1, predict the reactants needed to synthesize it. The reactants are: Br[C:2]1[CH:10]=[CH:9][CH:8]=[C:7]2[C:3]=1[C:4]([CH:12]=[C:13]1[C:17](=[O:18])[C:16]3[C:19]([OH:24])=[CH:20][C:21]([OH:23])=[CH:22][C:15]=3[O:14]1)=[CH:5][N:6]2[CH3:11].[F:25][C:26]1[CH:31]=[CH:30][C:29](B(O)O)=[CH:28][CH:27]=1.C(=O)([O-])[O-].[Na+].[Na+].CN1CCCC1=O. (4) Given the product [CH3:1][NH:2][CH:10]1[CH2:13][N:12]([C:14]2[C:15]3[N:16]([CH:27]=[N:28][N:29]=3)[C:17]3[CH:23]=[C:22]([N+:24]([O-:26])=[O:25])[CH:21]=[N:20][C:18]=3[N:19]=2)[CH2:11]1, predict the reactants needed to synthesize it. The reactants are: [CH3:1][N:2]([CH:10]1[CH2:13][N:12]([C:14]2[C:15]3[N:16]([CH:27]=[N:28][N:29]=3)[C:17]3[CH:23]=[C:22]([N+:24]([O-:26])=[O:25])[CH:21]=[N:20][C:18]=3[N:19]=2)[CH2:11]1)C(=O)OC(C)(C)C.C(O)(C(F)(F)F)=O. (5) The reactants are: [CH3:1][C:2]1[S:3][C:4]([C:8]2[CH:13]=[CH:12][N:11]=[C:10]([NH:14][C:15]3[CH:20]=[CH:19][C:18]([NH2:21])=[CH:17][CH:16]=3)[N:9]=2)=[C:5]([CH3:7])[N:6]=1.[Cl:22][CH2:23][C:24](Cl)=[O:25]. Given the product [Cl:22][CH2:23][C:24]([NH:21][C:18]1[CH:19]=[CH:20][C:15]([NH:14][C:10]2[N:9]=[C:8]([C:4]3[S:3][C:2]([CH3:1])=[N:6][C:5]=3[CH3:7])[CH:13]=[CH:12][N:11]=2)=[CH:16][CH:17]=1)=[O:25], predict the reactants needed to synthesize it. (6) Given the product [CH2:1]([C:14]1[C:15]([O:36][CH3:37])=[C:16]([C:22]([CH2:25][S:26]([C:29]2[CH:34]=[CH:33][CH:32]=[CH:31][C:30]=2[CH3:35])(=[O:28])=[O:27])=[CH:23][CH:24]=1)[C:17]([O:19][CH2:20][CH3:21])=[O:18])[CH3:2], predict the reactants needed to synthesize it. The reactants are: [CH2:1](C1C=C2C(COC2=O)=CC=1)[CH3:2].Br[C:14]1[C:15]([O:36][CH3:37])=[C:16]([C:22]([CH2:25][S:26]([C:29]2[CH:34]=[CH:33][CH:32]=[CH:31][C:30]=2[CH3:35])(=[O:28])=[O:27])=[CH:23][CH:24]=1)[C:17]([O:19][CH2:20][CH3:21])=[O:18].C(B(CC)CC)C.